From a dataset of Full USPTO retrosynthesis dataset with 1.9M reactions from patents (1976-2016). Predict the reactants needed to synthesize the given product. (1) Given the product [CH2:17]([O:24][C@@H:25]1[C@@H:31]([O:32][CH2:33][C:34]2[CH:39]=[CH:38][CH:37]=[CH:36][CH:35]=2)[C@H:30]([O:40][CH2:41][C:42]2[CH:43]=[CH:44][CH:45]=[CH:46][CH:47]=2)[C@@H:29]([CH2:48][O:49][CH2:50][C:51]2[CH:52]=[CH:53][CH:54]=[CH:55][CH:56]=2)[O:28][C:26]1([C:7]1[CH:8]=[C:9]([CH3:16])[CH:10]=[CH:11][C:12]=1[O:13][CH2:14][CH3:15])[OH:27])[C:18]1[CH:19]=[CH:20][CH:21]=[CH:22][CH:23]=1, predict the reactants needed to synthesize it. The reactants are: C([Li])CCC.Br[C:7]1[CH:8]=[C:9]([CH3:16])[CH:10]=[CH:11][C:12]=1[O:13][CH2:14][CH3:15].[CH2:17]([O:24][C@@H:25]1[C@@H:31]([O:32][CH2:33][C:34]2[CH:39]=[CH:38][CH:37]=[CH:36][CH:35]=2)[C@H:30]([O:40][CH2:41][C:42]2[CH:47]=[CH:46][CH:45]=[CH:44][CH:43]=2)[C@@H:29]([CH2:48][O:49][CH2:50][C:51]2[CH:56]=[CH:55][CH:54]=[CH:53][CH:52]=2)[O:28][C:26]1=[O:27])[C:18]1[CH:23]=[CH:22][CH:21]=[CH:20][CH:19]=1.[Cl-].[NH4+]. (2) Given the product [CH3:13][O:12][CH2:11][N:9]1[C:10]2[C:6](=[CH:5][CH:4]=[CH:3][C:2]=2[NH:1][S:27]([C:22]2[CH:23]=[CH:24][CH:25]=[CH:26][C:21]=2[O:20][CH3:19])(=[O:29])=[O:28])[CH:7]=[C:8]1[C:14]([O:16][CH2:17][CH3:18])=[O:15], predict the reactants needed to synthesize it. The reactants are: [NH2:1][C:2]1[CH:3]=[CH:4][CH:5]=[C:6]2[C:10]=1[N:9]([CH2:11][O:12][CH3:13])[C:8]([C:14]([O:16][CH2:17][CH3:18])=[O:15])=[CH:7]2.[CH3:19][O:20][C:21]1[CH:26]=[CH:25][CH:24]=[CH:23][C:22]=1[S:27](Cl)(=[O:29])=[O:28]. (3) The reactants are: [F:1][C:2]([F:17])([F:16])[C:3]1[N:8]=[CH:7][C:6]([C@@H:9]2[CH2:11][C@H:10]2[C:12]([O:14]C)=[O:13])=[CH:5][CH:4]=1.Cl. Given the product [F:16][C:2]([F:1])([F:17])[C:3]1[N:8]=[CH:7][C:6]([C@@H:9]2[CH2:11][C@H:10]2[C:12]([OH:14])=[O:13])=[CH:5][CH:4]=1, predict the reactants needed to synthesize it. (4) Given the product [Br:9][C:5]1[N:6]=[C:7]([C:11]#[C:10][CH:12]2[CH2:17][CH2:16][CH2:15][CH2:14][CH2:13]2)[C:2]([NH2:1])=[N:3][CH:4]=1, predict the reactants needed to synthesize it. The reactants are: [NH2:1][C:2]1[C:7](Br)=[N:6][C:5]([Br:9])=[CH:4][N:3]=1.[C:10]([CH:12]1[CH2:17][CH2:16][CH2:15][CH2:14][CH2:13]1)#[CH:11].